From a dataset of Reaction yield outcomes from USPTO patents with 853,638 reactions. Predict the reaction yield, written as a fraction of the theoretical maximum amount of product (1.0 means a 100% yield; for example, 0.34 means a 34% yield). (1) The reactants are [CH3:1][C:2]1[N:7]=[C:6]2[S:8][C:9]3[CH2:14][CH2:13][CH2:12][CH2:11][C:10]=3[C:5]2=[C:4]([C:15]2[CH:20]=[CH:19][C:18]([CH3:21])=[CH:17][CH:16]=2)[C:3]=1[CH:22]([O:27][C:28]([CH3:31])([CH3:30])[CH3:29])[C:23]([O:25]C)=[O:24].[OH-].[Na+]. The catalyst is CO. The product is [CH3:1][C:2]1[N:7]=[C:6]2[S:8][C:9]3[CH2:14][CH2:13][CH2:12][CH2:11][C:10]=3[C:5]2=[C:4]([C:15]2[CH:20]=[CH:19][C:18]([CH3:21])=[CH:17][CH:16]=2)[C:3]=1[CH:22]([O:27][C:28]([CH3:31])([CH3:30])[CH3:29])[C:23]([OH:25])=[O:24]. The yield is 0.280. (2) The reactants are [CH:1]1[CH:6]=[CH:5][C:4]([O:7][C:8]2[C:13]([N+:14]([O-])=O)=[CH:12][CH:11]=[CH:10][CH:9]=2)=[CH:3][CH:2]=1.[H][H]. The catalyst is CO.[Pd]. The product is [CH:1]1[CH:6]=[CH:5][C:4]([O:7][C:8]2[C:13]([NH2:14])=[CH:12][CH:11]=[CH:10][CH:9]=2)=[CH:3][CH:2]=1. The yield is 0.980. (3) The reactants are C(O)(C(F)(F)F)=O.[NH2:8][C:9](=[O:48])[CH2:10][C:11]1[CH:47]=[CH:46][CH:45]=[CH:44][C:12]=1[CH2:13][CH2:14][C:15]1[C:20]([C:21]([F:24])([F:23])[F:22])=[CH:19][N:18]=[C:17]([NH:25][C:26]2[CH:27]=[N:28][N:29]([CH:31]3[CH2:36][CH2:35][N:34](C(OC(C)(C)C)=O)[CH2:33][CH2:32]3)[CH:30]=2)[N:16]=1. The catalyst is C(Cl)Cl. The product is [NH:34]1[CH2:33][CH2:32][CH:31]([N:29]2[CH:30]=[C:26]([NH:25][C:17]3[N:16]=[C:15]([CH2:14][CH2:13][C:12]4[CH:44]=[CH:45][CH:46]=[CH:47][C:11]=4[CH2:10][C:9]([NH2:8])=[O:48])[C:20]([C:21]([F:22])([F:24])[F:23])=[CH:19][N:18]=3)[CH:27]=[N:28]2)[CH2:36][CH2:35]1. The yield is 0.720. (4) The reactants are Cl[S:2]([N:5]=[C:6]=[O:7])(=[O:4])=[O:3].[CH3:8][O:9][C:10]1[CH:16]=[CH:15][C:13]([NH2:14])=[CH:12][CH:11]=1.[Cl-].[Al+3].[Cl-].[Cl-]. The catalyst is [N+](CC)([O-])=O. The product is [CH3:8][O:9][C:10]1[CH:16]=[CH:15][C:13]2[NH:14][C:6](=[O:7])[NH:5][S:2](=[O:4])(=[O:3])[C:12]=2[CH:11]=1. The yield is 0.950. (5) The reactants are [CH3:1][O:2][C:3]1[CH:4]=[C:5]([CH2:13][CH2:14][C:15]([O:17]CC)=O)[CH:6]=[C:7]([O:11][CH3:12])[C:8]=1[O:9][CH3:10].C([O-])(O)=O.[Na+]. No catalyst specified. The product is [CH3:12][O:11][C:7]1[CH:6]=[C:5]2[C:4](=[C:3]([O:2][CH3:1])[C:8]=1[O:9][CH3:10])[C:15](=[O:17])[CH2:14][CH2:13]2. The yield is 0.220. (6) The reactants are CS([C:5]1[N:10]=[CH:9][C:8]([C:11]2[O:15][C:14]([C:16]3[CH:21]=[CH:20][N:19]=[CH:18][CH:17]=3)=[C:13]([C:22]3[CH:23]=[C:24]4[C:28](=[CH:29][CH:30]=3)[C:27](=[O:31])[CH2:26][CH2:25]4)[CH:12]=2)=[CH:7][N:6]=1)(=O)=O.[NH:32]1[CH2:37][CH2:36][NH:35][CH2:34][CH2:33]1. No catalyst specified. The product is [N:32]1([C:5]2[N:10]=[CH:9][C:8]([C:11]3[O:15][C:14]([C:16]4[CH:21]=[CH:20][N:19]=[CH:18][CH:17]=4)=[C:13]([C:22]4[CH:23]=[C:24]5[C:28](=[CH:29][CH:30]=4)[C:27](=[O:31])[CH2:26][CH2:25]5)[CH:12]=3)=[CH:7][N:6]=2)[CH2:37][CH2:36][NH:35][CH2:34][CH2:33]1. The yield is 0.650. (7) The reactants are [CH2:1]([O:3][C:4]1[S:8][C:7]([NH:9][C:10]2[N:15]=[C:14]([CH3:16])[CH:13]=[CH:12][N:11]=2)=[N:6][C:5]=1[C:17]1[CH:18]=[N:19][N:20](CC2C=CC(OC)=CC=2)[CH:21]=1)[CH3:2].FC(F)(F)S(O)(=O)=O. The catalyst is C(O)(C(F)(F)F)=O.O. The product is [CH2:1]([O:3][C:4]1[S:8][C:7]([NH:9][C:10]2[N:15]=[C:14]([CH3:16])[CH:13]=[CH:12][N:11]=2)=[N:6][C:5]=1[C:17]1[CH:21]=[N:20][NH:19][CH:18]=1)[CH3:2]. The yield is 0.0200.